From a dataset of Reaction yield outcomes from USPTO patents with 853,638 reactions. Predict the reaction yield, written as a fraction of the theoretical maximum amount of product (1.0 means a 100% yield; for example, 0.34 means a 34% yield). (1) The reactants are [OH:1][C:2]1[CH:7]=[CH:6][C:5]([CH:8]2[CH2:13][CH2:12][C:11](=[O:14])[CH2:10][CH2:9]2)=[CH:4][CH:3]=1.C([O-])([O-])=O.[K+].[K+].I[CH:22]([CH3:24])[CH3:23]. The catalyst is CN(C=O)C. The product is [CH:22]([O:1][C:2]1[CH:3]=[CH:4][C:5]([CH:8]2[CH2:9][CH2:10][C:11](=[O:14])[CH2:12][CH2:13]2)=[CH:6][CH:7]=1)([CH3:24])[CH3:23]. The yield is 0.950. (2) The product is [Cl:1][CH2:2][CH2:3][C:4]1[CH:9]=[CH:8][C:7]([C:10]2[CH:15]=[CH:14][C:13]([S:16]([Cl:22])(=[O:19])=[O:17])=[CH:12][CH:11]=2)=[CH:6][CH:5]=1. The yield is 0.746. The reactants are [Cl:1][CH2:2][CH2:3][C:4]1[CH:9]=[CH:8][C:7]([C:10]2[CH:15]=[CH:14][C:13]([S:16]([OH:19])(=O)=[O:17])=[CH:12][CH:11]=2)=[CH:6][CH:5]=1.S(Cl)([Cl:22])=O.CN(C)C(=O)C. The catalyst is CCCCCCC. (3) The reactants are [CH2:1]([C:4]1[CH:9]=[C:8]([Br:10])[CH:7]=[C:6]([N+:11]([O-:13])=[O:12])[C:5]=1[O:14][CH2:15][CH:16]=[CH2:17])[CH:2]=[CH2:3].[O-]S([O-])(=O)=O.[Mg+2]. The catalyst is C(OCC)(=O)C.[Pd]. The product is [Br:10][C:8]1[CH:9]=[C:4]([CH2:1][CH2:2][CH3:3])[C:5]([O:14][CH2:15][CH2:16][CH3:17])=[C:6]([N+:11]([O-:13])=[O:12])[CH:7]=1. The yield is 0.940. (4) The reactants are [C:1]([O:7][CH2:8][CH3:9])(=[O:6])[CH2:2][C:3]([CH3:5])=O.[Br:10][C:11]1[CH:18]=[CH:17][C:14]([CH:15]=O)=[CH:13][CH:12]=1.[NH4+:19].[OH-:20]. The catalyst is CCO.C(Cl)Cl. The product is [Br:10][C:11]1[CH:18]=[CH:17][C:14]([CH:15]2[C:2]([C:1]([O:7][CH2:8][CH3:9])=[O:6])=[C:3]([CH3:5])[NH:19][C:3]([CH3:5])=[C:2]2[C:1]([O:7][CH2:8][CH3:9])=[O:20])=[CH:13][CH:12]=1. The yield is 0.660. (5) The catalyst is O1CCCC1. The yield is 0.810. The reactants are C(NC(C)C)(C)C.C([Li])CCC.[CH3:13][O:14][C:15](=[O:30])[CH2:16][CH:17]1[CH2:22][CH2:21][N:20]([C:23]([O:25][C:26]([CH3:29])([CH3:28])[CH3:27])=[O:24])[CH2:19][CH2:18]1.[H-].[Na+].[F:33][C:34]1[CH:39]=[CH:38][CH:37]=[C:36]([CH:40]=[O:41])[C:35]=1[NH:42][C:43](=[O:48])[C:44]([CH3:47])([CH3:46])[CH3:45]. The product is [F:33][C:34]1[C:35]([NH:42][C:43](=[O:48])[C:44]([CH3:46])([CH3:45])[CH3:47])=[C:36]([CH:40]([OH:41])[CH:16]([CH:17]2[CH2:18][CH2:19][N:20]([C:23]([O:25][C:26]([CH3:27])([CH3:29])[CH3:28])=[O:24])[CH2:21][CH2:22]2)[C:15]([O:14][CH3:13])=[O:30])[CH:37]=[CH:38][CH:39]=1. (6) The reactants are [CH2:1]([O:8][C@H:9]1[C@H:14]([O:15][CH2:16][C:17]2[CH:22]=[CH:21][CH:20]=[CH:19][CH:18]=2)[C@@H:13]([O:23][CH2:24][C:25]2[CH:30]=[CH:29][CH:28]=[CH:27][CH:26]=2)[C@@:12]([C:33]2[CH:38]=[CH:37][C:36]([Cl:39])=[C:35]([CH2:40][C:41]3[CH:46]=[CH:45][C:44]([O:47][CH2:48][CH3:49])=[CH:43][CH:42]=3)[CH:34]=2)([O:31][CH3:32])[O:11][C@@:10]1([CH2:52][OH:53])[CH:50]=[O:51])[C:2]1[CH:7]=[CH:6][CH:5]=[CH:4][CH:3]=1.[CH3:54][Mg]Br. The catalyst is O1CCCC1. The product is [CH2:1]([O:8][C@H:9]1[C@H:14]([O:15][CH2:16][C:17]2[CH:18]=[CH:19][CH:20]=[CH:21][CH:22]=2)[C@@H:13]([O:23][CH2:24][C:25]2[CH:30]=[CH:29][CH:28]=[CH:27][CH:26]=2)[C@@:12]([C:33]2[CH:38]=[CH:37][C:36]([Cl:39])=[C:35]([CH2:40][C:41]3[CH:42]=[CH:43][C:44]([O:47][CH2:48][CH3:49])=[CH:45][CH:46]=3)[CH:34]=2)([O:31][CH3:32])[O:11][C@:10]1([CH:52]([OH:53])[CH3:54])[CH2:50][OH:51])[C:2]1[CH:7]=[CH:6][CH:5]=[CH:4][CH:3]=1. The yield is 0.300. (7) The reactants are [CH3:1][C:2]([N+:12]([O-:14])=[O:13])([CH3:11])[CH2:3][C:4]1[CH:9]=[CH:8][C:7]([OH:10])=[CH:6][CH:5]=1.[CH2:15]([O:17][C:18](=[O:21])[CH2:19]Br)[CH3:16].C(=O)([O-])[O-].[K+].[K+]. No catalyst specified. The product is [CH2:15]([O:17][C:18](=[O:21])[CH2:19][O:10][C:7]1[CH:8]=[CH:9][C:4]([CH2:3][C:2]([CH3:1])([N+:12]([O-:14])=[O:13])[CH3:11])=[CH:5][CH:6]=1)[CH3:16]. The yield is 0.970.